Dataset: Reaction yield outcomes from USPTO patents with 853,638 reactions. Task: Predict the reaction yield, written as a fraction of the theoretical maximum amount of product (1.0 means a 100% yield; for example, 0.34 means a 34% yield). (1) The reactants are [Cl:1][C:2]1[CH:25]=[CH:24][C:5]([CH2:6][N:7]2[C:12](=[O:13])[C:11]([Br:14])=[N:10][N:9]([C:15]3[CH:20]=[CH:19][CH:18]=[CH:17][C:16]=3[O:21]C)[C:8]2=[O:23])=[CH:4][CH:3]=1.B(Br)(Br)Br. The catalyst is C(Cl)Cl. The product is [Cl:1][C:2]1[CH:3]=[CH:4][C:5]([CH2:6][N:7]2[C:12](=[O:13])[C:11]([Br:14])=[N:10][N:9]([C:15]3[CH:20]=[CH:19][CH:18]=[CH:17][C:16]=3[OH:21])[C:8]2=[O:23])=[CH:24][CH:25]=1. The yield is 0.900. (2) The reactants are [Cl:1][C:2]1[C:7]([C:8]([O:10][CH2:11][CH3:12])=[O:9])=[C:6]([CH:13]=O)[N:5]=[CH:4][CH:3]=1.[C:15]([NH:18][NH2:19])(=[O:17])[CH3:16]. The catalyst is C(O)C. The product is [C:15]([NH:18]/[N:19]=[CH:13]/[C:6]1[N:5]=[CH:4][CH:3]=[C:2]([Cl:1])[C:7]=1[C:8]([O:10][CH2:11][CH3:12])=[O:9])(=[O:17])[CH3:16]. The yield is 0.736. (3) The reactants are [CH2:1]1[C@@H:5]2[C@@H:6]3[C:11](=[O:12])[O:10][C:8](=[O:9])[C@@H:7]3[C@H:2]1[CH:3]=[CH:4]2.C1(C)C=CC=CC=1.COC1C=CC2N=CC=C([C@@H](O)[C@H]3N4C[C@H](C=C)[C@@H](CC4)C3)C=2C=1.[CH3:44][OH:45]. The catalyst is C(Cl)(Cl)(Cl)Cl. The product is [CH3:44][O:45][C:11]([C@@H:6]1[C@@H:5]2[CH2:1][C@@H:2]([CH:3]=[CH:4]2)[C@@H:7]1[C:8]([OH:10])=[O:9])=[O:12]. The yield is 0.990. (4) The reactants are F[C:2]1[C:3]([S:18]([CH3:21])(=[O:20])=[O:19])=[CH:4][C:5]([N+:15]([O-:17])=[O:16])=[C:6]([CH:14]=1)[C:7]([O:9][C:10]([CH3:13])([CH3:12])[CH3:11])=[O:8].[NH:22]([CH2:26][CH2:27][OH:28])[CH2:23][CH2:24][OH:25]. The catalyst is CS(C)=O. The product is [OH:25][CH2:24][CH2:23][N:22]([CH2:26][CH2:27][OH:28])[C:2]1[C:3]([S:18]([CH3:21])(=[O:20])=[O:19])=[CH:4][C:5]([N+:15]([O-:17])=[O:16])=[C:6]([CH:14]=1)[C:7]([O:9][C:10]([CH3:13])([CH3:12])[CH3:11])=[O:8]. The yield is 0.870.